Dataset: Reaction yield outcomes from USPTO patents with 853,638 reactions. Task: Predict the reaction yield, written as a fraction of the theoretical maximum amount of product (1.0 means a 100% yield; for example, 0.34 means a 34% yield). (1) The reactants are C(OC(=O)[NH:7][C:8]1([C:12]2[CH:17]=[CH:16][C:15]([C:18]3[N:23]=[C:22]4[CH2:24][CH2:25][CH2:26][C:27](=[CH:30]N(C)C)[C:28](=O)[C:21]4=[CH:20][C:19]=3[C:34]3[CH:39]=[CH:38][CH:37]=[CH:36][CH:35]=3)=[CH:14][CH:13]=2)[CH2:11][CH2:10][CH2:9]1)(C)(C)C.O.[NH2:42][NH2:43]. The catalyst is C(O)C. The product is [C:34]1([C:19]2[CH:20]=[C:21]3[C:28]4=[N:42][NH:43][CH:30]=[C:27]4[CH2:26][CH2:25][CH2:24][C:22]3=[N:23][C:18]=2[C:15]2[CH:14]=[CH:13][C:12]([C:8]3([NH2:7])[CH2:11][CH2:10][CH2:9]3)=[CH:17][CH:16]=2)[CH:39]=[CH:38][CH:37]=[CH:36][CH:35]=1. The yield is 0.580. (2) The reactants are Br[C:2]1[CH:3]=[C:4]([N:9]2[CH:13]=[CH:12][C:11]([C:14]3[CH:19]=[CH:18][CH:17]=[CH:16][N:15]=3)=[CH:10]2)[CH:5]=[C:6]([F:8])[CH:7]=1.[C:20]([C:22]1[CH:27]=[CH:26][CH:25]=[CH:24][C:23]=1B(O)O)#[N:21].C(=O)([O-])[O-].[K+].[K+].O. The catalyst is COCCOC.CCOC(C)=O.C1C=CC([P]([Pd]([P](C2C=CC=CC=2)(C2C=CC=CC=2)C2C=CC=CC=2)([P](C2C=CC=CC=2)(C2C=CC=CC=2)C2C=CC=CC=2)[P](C2C=CC=CC=2)(C2C=CC=CC=2)C2C=CC=CC=2)(C2C=CC=CC=2)C2C=CC=CC=2)=CC=1.CCCCCC. The product is [F:8][C:6]1[CH:7]=[C:2]([C:23]2[C:22]([C:20]#[N:21])=[CH:27][CH:26]=[CH:25][CH:24]=2)[CH:3]=[C:4]([N:9]2[CH:13]=[CH:12][C:11]([C:14]3[CH:19]=[CH:18][CH:17]=[CH:16][N:15]=3)=[CH:10]2)[CH:5]=1. The yield is 0.700. (3) The reactants are [ClH:1].CO[C:4](=O)[CH:5]([NH2:14])[CH2:6][CH2:7][CH2:8][CH2:9][CH2:10][CH2:11][C:12]#[CH:13].[N:16]#[C:17][NH2:18]. No catalyst specified. The product is [ClH:1].[CH2:6]([C:5]1[N:14]=[C:17]([NH2:18])[NH:16][CH:4]=1)[CH2:7][CH2:8][CH2:9][CH2:10][CH2:11][C:12]#[CH:13]. The yield is 0.530. (4) The reactants are [CH3:1][O:2][C:3]1[CH:11]=[C:10]2[C:6]([C:7]([C:12]#[N:13])=[CH:8][NH:9]2)=[CH:5][CH:4]=1.[CH3:14][C:15]([O:18][C:19](O[C:19]([O:18][C:15]([CH3:17])([CH3:16])[CH3:14])=[O:20])=[O:20])([CH3:17])[CH3:16].O. The catalyst is C(Cl)Cl.CN(C1C=CN=CC=1)C. The product is [C:15]([O:18][C:19]([N:9]1[C:10]2[C:6](=[CH:5][CH:4]=[C:3]([O:2][CH3:1])[CH:11]=2)[C:7]([C:12]#[N:13])=[CH:8]1)=[O:20])([CH3:17])([CH3:16])[CH3:14]. The yield is 0.860. (5) The reactants are [Br:1][C:2]1[CH:3]=[C:4]([CH:7]=O)[NH:5][CH:6]=1.Br[CH2:10]/[CH:11]=[CH:12]/[C:13]([O:15][CH2:16][CH3:17])=[O:14].C(=O)([O-])[O-].[K+].[K+]. The catalyst is CN(C=O)C. The product is [Br:1][C:2]1[CH:3]=[C:4]2[N:5]([CH:6]=1)[CH:10]=[CH:11][C:12]([C:13]([O:15][CH2:16][CH3:17])=[O:14])=[CH:7]2. The yield is 0.230. (6) The reactants are [Br:1]N1C(=O)CCC1=O.[N:9]1([C:16]2[N:21]=[C:20]([CH:22]3[CH2:24][CH2:23]3)[N:19]=[C:18]([NH:25][CH:26]3[CH2:28][CH2:27]3)[CH:17]=2)[CH2:15][CH2:14][CH2:13][CH2:12][CH2:11][CH2:10]1. The catalyst is C(Cl)(Cl)Cl.ClCCl. The product is [N:9]1([C:16]2[N:21]=[C:20]([CH:22]3[CH2:24][CH2:23]3)[N:19]=[C:18]([NH:25][CH:26]3[CH2:28][CH2:27]3)[C:17]=2[Br:1])[CH2:15][CH2:14][CH2:13][CH2:12][CH2:11][CH2:10]1. The yield is 0.210. (7) The reactants are [N:1]1([C:14]([O:16][C:17]([CH3:20])([CH3:19])[CH3:18])=[O:15])[C:9]2[C:4](=[CH:5][CH:6]=[C:7]([C:10](OC)=[O:11])[CH:8]=2)[CH:3]=[N:2]1.[H-].[H-].[H-].[H-].[Li+].[Al+3].O. The catalyst is C1COCC1. The product is [OH:11][CH2:10][C:7]1[CH:8]=[C:9]2[C:4]([CH:3]=[N:2][N:1]2[C:14]([O:16][C:17]([CH3:20])([CH3:19])[CH3:18])=[O:15])=[CH:5][CH:6]=1. The yield is 0.140. (8) The reactants are Br[C:2]1[N:7]=[C:6]([C:8]([OH:10])=[O:9])[CH:5]=[CH:4][CH:3]=1.[F:11][C:12]1[CH:17]=[CH:16][CH:15]=[C:14]([F:18])[C:13]=1B(O)O. The catalyst is C1C=CC(P(C2C=CC=CC=2)[C-]2C=CC=C2)=CC=1.C1C=CC(P(C2C=CC=CC=2)[C-]2C=CC=C2)=CC=1.Cl[Pd]Cl.[Fe+2].C(Cl)Cl. The product is [F:11][C:12]1[CH:17]=[CH:16][CH:15]=[C:14]([F:18])[C:13]=1[C:2]1[N:7]=[C:6]([C:8]([OH:10])=[O:9])[CH:5]=[CH:4][CH:3]=1. The yield is 0.380. (9) The reactants are [NH2:1][CH2:2][CH2:3][SH:4].C[S-](C)[C:7]([S-])=[N:8][C:9](=[O:14])[C:10]([F:13])([F:12])[F:11]. The catalyst is C(O)C. The product is [F:11][C:10]([F:13])([F:12])[C:9]([N:8]=[C:7]1[NH:1][CH2:2][CH2:3][S:4]1)=[O:14]. The yield is 0.510.